This data is from Forward reaction prediction with 1.9M reactions from USPTO patents (1976-2016). The task is: Predict the product of the given reaction. (1) Given the reactants C([O:3][C:4](=[O:26])[CH2:5][O:6][C:7]1[CH:12]=[CH:11][C:10]([OH:13])=[CH:9][C:8]=1[C:14](=[O:25])[NH:15][CH2:16][C:17]1[CH:22]=[CH:21][C:20]([Br:23])=[CH:19][C:18]=1[F:24])C.[OH-].[K+], predict the reaction product. The product is: [OH:13][C:10]1[CH:11]=[CH:12][C:7]([O:6][CH2:5][C:4]([OH:26])=[O:3])=[C:8]([C:14](=[O:25])[NH:15][CH2:16][C:17]2[CH:22]=[CH:21][C:20]([Br:23])=[CH:19][C:18]=2[F:24])[CH:9]=1. (2) The product is: [CH3:18][C:19]1[CH:20]=[CH:21][C:22]([C:25]2[NH:26][N:27]=[N:28][N:29]=2)=[CH:23][C:24]=1[C:2]1[CH:3]=[C:4]2[C:9](=[CH:10][CH:11]=1)[C:8]([N:12]1[CH2:17][CH2:16][O:15][CH2:14][CH2:13]1)=[N:7][N:6]=[CH:5]2. Given the reactants Cl[C:2]1[CH:3]=[C:4]2[C:9](=[CH:10][CH:11]=1)[C:8]([N:12]1[CH2:17][CH2:16][O:15][CH2:14][CH2:13]1)=[N:7][N:6]=[CH:5]2.[CH3:18][C:19]1[CH:24]=[CH:23][C:22]([C:25]2[NH:29][N:28]=[N:27][N:26]=2)=[CH:21][C:20]=1B1OC(C)(C)C(C)(C)O1.C(O)C.C(=O)([O-])[O-].[K+].[K+].O.Cl, predict the reaction product.